This data is from Full USPTO retrosynthesis dataset with 1.9M reactions from patents (1976-2016). The task is: Predict the reactants needed to synthesize the given product. Given the product [NH2:1][C:2]1[CH:3]=[CH:4][C:5]([N:8]2[CH2:13][CH2:12][N:11]3[C:14]([C:17]([NH:27][CH:22]4[CH2:26][CH2:25][CH2:24][CH2:23]4)=[O:19])=[N:15][N:16]=[C:10]3[CH2:9]2)=[N:6][CH:7]=1, predict the reactants needed to synthesize it. The reactants are: [NH2:1][C:2]1[CH:3]=[CH:4][C:5]([N:8]2[CH2:13][CH2:12][N:11]3[C:14]([C:17]([O:19]CC)=O)=[N:15][N:16]=[C:10]3[CH2:9]2)=[N:6][CH:7]=1.[CH:22]1([NH2:27])[CH2:26][CH2:25][CH2:24][CH2:23]1.